From a dataset of Peptide-MHC class II binding affinity with 134,281 pairs from IEDB. Regression. Given a peptide amino acid sequence and an MHC pseudo amino acid sequence, predict their binding affinity value. This is MHC class II binding data. (1) The MHC is HLA-DQA10501-DQB10301 with pseudo-sequence HLA-DQA10501-DQB10301. The peptide sequence is QLKEYVWKTLKSGKV. The binding affinity (normalized) is 0.155. (2) The peptide sequence is KIPGGAMYADDTAGWDT. The MHC is DRB3_0101 with pseudo-sequence DRB3_0101. The binding affinity (normalized) is 0.648. (3) The peptide sequence is RRGSANGKTLGEVWK. The MHC is HLA-DQA10501-DQB10302 with pseudo-sequence HLA-DQA10501-DQB10302. The binding affinity (normalized) is 0.293. (4) The peptide sequence is DKWIALKESWGAIWR. The MHC is DRB1_1101 with pseudo-sequence DRB1_1101. The binding affinity (normalized) is 0.481. (5) The peptide sequence is NFRFLTEKGMKNVFD. The MHC is DRB1_1602 with pseudo-sequence DRB1_1602. The binding affinity (normalized) is 0.507. (6) The peptide sequence is MSYNLLGFLQRSSNF. The binding affinity (normalized) is 0.561. The MHC is DRB1_0101 with pseudo-sequence DRB1_0101.